From a dataset of Catalyst prediction with 721,799 reactions and 888 catalyst types from USPTO. Predict which catalyst facilitates the given reaction. (1) Reactant: [N+:1]([C:4]1[CH:9]=[CH:8][C:7]([S:10]([CH3:13])(=[NH:12])=[O:11])=[CH:6][CH:5]=1)([O-:3])=[O:2].[CH2:14]=O. Product: [CH3:14][N:12]=[S:10]([CH3:13])([C:7]1[CH:6]=[CH:5][C:4]([N+:1]([O-:3])=[O:2])=[CH:9][CH:8]=1)=[O:11]. The catalyst class is: 106. (2) Reactant: Cl.[Cl:2][C:3]1[N:8]=[CH:7][C:6]([CH2:9][N:10]2[CH:15]=[CH:14][CH:13]=[CH:12][C:11]2=[NH:16])=[CH:5][CH:4]=1.C(N(CC)CC)C.[Cl:24][C:25]([Cl:30])([Cl:29])[C:26](Cl)=[O:27].O. Product: [Cl:24][C:25]([Cl:30])([Cl:29])[C:26]([N:16]=[C:11]1[CH:12]=[CH:13][CH:14]=[CH:15][N:10]1[CH2:9][C:6]1[CH:7]=[N:8][C:3]([Cl:2])=[CH:4][CH:5]=1)=[O:27]. The catalyst class is: 4. (3) Reactant: [Br:1][C:2]1[CH:7]=[CH:6][C:5]([F:8])=[CH:4][C:3]=1[CH2:9][CH2:10][S:11]([OH:14])(=O)=[O:12].[Na].S(Cl)([Cl:18])=O.CN(C)C=O. Product: [Br:1][C:2]1[CH:7]=[CH:6][C:5]([F:8])=[CH:4][C:3]=1[CH2:9][CH2:10][S:11]([Cl:18])(=[O:14])=[O:12]. The catalyst class is: 11. (4) Reactant: [CH3:1][C:2]1[CH:23]=[CH:22][CH:21]=[C:20]([CH3:24])[C:3]=1[CH2:4][O:5][C:6]1[CH:7]=[C:8]([CH2:14][C:15]([O:17]CC)=[O:16])[CH:9]=[CH:10][C:11]=1[O:12][CH3:13].[OH-].[Na+]. Product: [CH3:24][C:20]1[CH:21]=[CH:22][CH:23]=[C:2]([CH3:1])[C:3]=1[CH2:4][O:5][C:6]1[CH:7]=[C:8]([CH2:14][C:15]([OH:17])=[O:16])[CH:9]=[CH:10][C:11]=1[O:12][CH3:13]. The catalyst class is: 8. (5) Reactant: [OH:1]/[N:2]=[CH:3]/[C:4]1[C:12]2[N:8]([CH:9]=[CH:10][CH:11]=2)[C:7]([C:13]([O:15][CH2:16][CH3:17])=[O:14])=[CH:6][CH:5]=1.C(O)(=O)C.C(O)(=O)C.IC1C=CC=CC=1.C(OI(C1C=CC=CC=1)OC(=O)C)(=O)C.[Cl:48][C:49]1[CH:54]=[C:53]([C:55]([C:57]([F:60])([F:59])[F:58])=[CH2:56])[CH:52]=[C:51]([Cl:61])[CH:50]=1. Product: [Cl:48][C:49]1[CH:54]=[C:53]([C:55]2([C:57]([F:60])([F:58])[F:59])[O:1][N:2]=[C:3]([C:4]3[C:12]4[N:8]([CH:9]=[CH:10][CH:11]=4)[C:7]([C:13]([O:15][CH2:16][CH3:17])=[O:14])=[CH:6][CH:5]=3)[CH2:56]2)[CH:52]=[C:51]([Cl:61])[CH:50]=1. The catalyst class is: 1. (6) Reactant: [CH:1]1([C:4]2[N:5]=[C:6]([C:9]3([C:12]#[N:13])[CH2:11][CH2:10]3)[S:7][CH:8]=2)[CH2:3][CH2:2]1.[H-].[Al+3].[Li+].[H-].[H-].[H-]. Product: [CH:1]1([C:4]2[N:5]=[C:6]([C:9]3([CH2:12][NH2:13])[CH2:10][CH2:11]3)[S:7][CH:8]=2)[CH2:3][CH2:2]1. The catalyst class is: 27. (7) The catalyst class is: 1. Reactant: O1[C:5]2([CH2:10][CH2:9][N:8]([C:11]3[CH:12]=[CH:13][C:14]([CH3:32])=[C:15]([CH:31]=3)[C:16]([NH:18][C:19]3[C:20]([CH3:30])=[C:21]([CH:26]=[CH:27][C:28]=3[CH3:29])[C:22]([O:24][CH3:25])=[O:23])=[O:17])[CH2:7][CH2:6]2)[O:4]CC1.Cl. Product: [CH3:30][C:20]1[C:19]([NH:18][C:16](=[O:17])[C:15]2[CH:31]=[C:11]([N:8]3[CH2:7][CH2:6][C:5](=[O:4])[CH2:10][CH2:9]3)[CH:12]=[CH:13][C:14]=2[CH3:32])=[C:28]([CH3:29])[CH:27]=[CH:26][C:21]=1[C:22]([O:24][CH3:25])=[O:23]. (8) Reactant: [Br:1][C:2]1[CH:7]=[CH:6][CH:5]=[CH:4][C:3]=1[C:8]1[N:9]=[CH:10][N:11]([C:13]([C:26]2[CH:31]=[CH:30][CH:29]=[CH:28][CH:27]=2)([C:20]2[CH:25]=[CH:24][CH:23]=[CH:22][CH:21]=2)[C:14]2[CH:19]=[CH:18][CH:17]=[CH:16][CH:15]=2)[CH:12]=1.C([N-]C(C)C)(C)C.[Li+].[Si:40]([O:47][C:48]1[C:49]([F:58])=[C:50]([CH:53]=[C:54]([CH2:56][CH3:57])[CH:55]=1)[CH:51]=[O:52])([C:43]([CH3:46])([CH3:45])[CH3:44])([CH3:42])[CH3:41]. Product: [Br:1][C:2]1[CH:7]=[CH:6][CH:5]=[CH:4][C:3]=1[C:8]1[N:9]=[C:10]([CH:51]([C:50]2[CH:53]=[C:54]([CH2:56][CH3:57])[CH:55]=[C:48]([O:47][Si:40]([C:43]([CH3:46])([CH3:45])[CH3:44])([CH3:42])[CH3:41])[C:49]=2[F:58])[OH:52])[N:11]([C:13]([C:26]2[CH:27]=[CH:28][CH:29]=[CH:30][CH:31]=2)([C:14]2[CH:19]=[CH:18][CH:17]=[CH:16][CH:15]=2)[C:20]2[CH:21]=[CH:22][CH:23]=[CH:24][CH:25]=2)[CH:12]=1. The catalyst class is: 1. (9) Reactant: [CH2:1]([NH:5][C@H:6]1[C:14]2[C:9](=[CH:10][CH:11]=[C:12]([C:15]([O:17][CH3:18])=[O:16])[CH:13]=2)[CH2:8][CH2:7]1)[CH:2]([CH3:4])[CH3:3].[Cl:19][C:20]1[CH:28]=[CH:27][CH:26]=[CH:25][C:21]=1[C:22](Cl)=[O:23]. Product: [Cl:19][C:20]1[CH:28]=[CH:27][CH:26]=[CH:25][C:21]=1[C:22]([N:5]([C@H:6]1[C:14]2[C:9](=[CH:10][CH:11]=[C:12]([C:15]([O:17][CH3:18])=[O:16])[CH:13]=2)[CH2:8][CH2:7]1)[CH2:1][CH:2]([CH3:4])[CH3:3])=[O:23]. The catalyst class is: 4.